This data is from Full USPTO retrosynthesis dataset with 1.9M reactions from patents (1976-2016). The task is: Predict the reactants needed to synthesize the given product. (1) Given the product [C:18]([C:21]1[C:29]2[C:24](=[CH:25][C:26]([OH:8])=[CH:27][CH:28]=2)[N:23]([CH2:30][C:31]([OH:33])=[O:32])[CH:22]=1)(=[O:20])[CH3:19], predict the reactants needed to synthesize it. The reactants are: C([O:8]C1C=C2C(C=CN2)=CC=1)C1C=CC=CC=1.[C:18]([C:21]1[C:29]2[C:24](=[CH:25][CH:26]=[CH:27][CH:28]=2)[N:23]([CH2:30][C:31]([OH:33])=[O:32])[CH:22]=1)(=[O:20])[CH3:19]. (2) Given the product [Br:1][C:2]1[C:3](=[O:16])[N:4]([CH:10]2[CH2:15][CH2:14][CH2:13][CH2:12][CH2:11]2)[N:5]([CH3:9])[C:6]=1[CH2:7][N:27]1[CH2:26][CH2:25][N:24]([C:22]2[CH:23]=[C:18]([Cl:17])[CH:19]=[CH:20][C:21]=2[O:30][CH3:31])[CH2:29][CH2:28]1, predict the reactants needed to synthesize it. The reactants are: [Br:1][C:2]1[C:3](=[O:16])[N:4]([CH:10]2[CH2:15][CH2:14][CH2:13][CH2:12][CH2:11]2)[N:5]([CH3:9])[C:6]=1[CH2:7]Br.[Cl:17][C:18]1[CH:19]=[CH:20][C:21]([O:30][CH3:31])=[C:22]([N:24]2[CH2:29][CH2:28][NH:27][CH2:26][CH2:25]2)[CH:23]=1.C(=O)([O-])[O-].[K+].[K+]. (3) Given the product [CH2:59]([SiH:50]([CH2:42][CH2:43][CH2:44][CH2:45][CH2:46][CH2:47][CH2:48][CH3:49])[CH2:51][CH2:52][CH2:53][CH2:54][CH2:55][CH2:56][CH2:57][CH3:58])[CH2:60][CH2:61][CH2:62][CH2:63][CH2:64][CH2:65][CH3:66].[CH:9]1[C:14]2[CH:15]=[C:16]3[C:31]4[C:20]([C:21]5[C:32]6[C:25](=[CH:26][CH:27]=[CH:28][C:29]=6[C:30]=4[C:13]=2[CH:12]=[CH:11][CH:10]=1)[CH:24]=[CH:23][CH:22]=5)=[CH:19][C:18]1[CH:33]=[CH:34][CH:35]=[CH:36][C:17]3=1, predict the reactants needed to synthesize it. The reactants are: C1C(=O)N(Cl)C(=O)C1.[CH:9]1[C:14]2[CH:15]=[C:16]3[C:31]4[C:20]([C:21]5[C:32]6[C:25](=[CH:26][CH:27]=[CH:28][C:29]=6[C:30]=4[C:13]=2[CH:12]=[CH:11][CH:10]=1)[CH:24]=[CH:23][CH:22]=5)=[CH:19][C:18]1[CH:33]=[CH:34][CH:35]=[CH:36][C:17]3=1.[Li]CCCC.[CH2:42]([SiH:50]([CH2:59][CH2:60][CH2:61][CH2:62][CH2:63][CH2:64][CH2:65][CH3:66])[CH2:51][CH2:52][CH2:53][CH2:54][CH2:55][CH2:56][CH2:57][CH3:58])[CH2:43][CH2:44][CH2:45][CH2:46][CH2:47][CH2:48][CH3:49]. (4) Given the product [CH2:1]([O:3][C:4](=[O:29])[CH:5]([O:28][C:6]([CH3:7])([CH3:15])[CH3:5])[C:6]1[C:7]([CH3:27])=[N:8][C:9]2[C:14]([C:15]=1[C:16]1[CH:21]=[CH:20][C:19]([CH3:22])=[CH:18][CH:17]=1)=[CH:13][C:12]1[CH2:23][CH2:24][CH2:25][CH2:26][C:11]=1[CH:10]=2)[CH3:2], predict the reactants needed to synthesize it. The reactants are: [CH2:1]([O:3][C:4](=[O:29])[CH:5]([OH:28])[C:6]1[C:7]([CH3:27])=[N:8][C:9]2[C:14]([C:15]=1[C:16]1[CH:21]=[CH:20][C:19]([CH3:22])=[CH:18][CH:17]=1)=[CH:13][C:12]1[CH2:23][CH2:24][CH2:25][CH2:26][C:11]=1[CH:10]=2)[CH3:2].Cl(O)(=O)(=O)=O.C(=O)([O-])[O-].[Na+].[Na+].